This data is from Full USPTO retrosynthesis dataset with 1.9M reactions from patents (1976-2016). The task is: Predict the reactants needed to synthesize the given product. (1) Given the product [CH3:1][O:2][C:3]1[CH:4]=[CH:5][C:6]([P:9]2(=[O:14])[CH2:12][CH2:13][N:16]([CH3:15])[CH2:11][CH2:10]2)=[CH:7][CH:8]=1, predict the reactants needed to synthesize it. The reactants are: [CH3:1][O:2][C:3]1[CH:8]=[CH:7][C:6]([P:9](=[O:14])([CH:12]=[CH2:13])[CH:10]=[CH2:11])=[CH:5][CH:4]=1.[CH3:15][NH2:16]. (2) The reactants are: [C:1]([C:5]1[CH:6]=[C:7]([CH2:15]Br)[CH:8]=[C:9]([C:11]([CH3:14])([CH3:13])[CH3:12])[CH:10]=1)([CH3:4])([CH3:3])[CH3:2].C1N2CN3CN(C2)CN1C3.Cl.C[OH:29].O. Given the product [C:1]([C:5]1[CH:6]=[C:7]([CH:8]=[C:9]([C:11]([CH3:14])([CH3:13])[CH3:12])[CH:10]=1)[CH:15]=[O:29])([CH3:4])([CH3:3])[CH3:2], predict the reactants needed to synthesize it. (3) Given the product [C:22]([C:2]1[CH:7]=[CH:6][C:5]([C:8]([CH3:12])([CH3:11])[C:9]#[N:10])=[CH:4][C:3]=1[CH3:13])(=[O:24])[CH3:23].[C:22]([C:2]1[CH:3]=[CH:4][C:5]([C:8]([CH3:11])([CH3:12])[C:9]#[N:10])=[C:6]([CH3:14])[CH:7]=1)(=[O:24])[CH3:23], predict the reactants needed to synthesize it. The reactants are: Br[C:2]1[CH:7]=[CH:6][C:5]([C:8]([CH3:12])([CH3:11])[C:9]#[N:10])=[CH:4][C:3]=1[CH3:13].[CH2:14]([Li])CCC.CON(C)[C:22](=[O:24])[CH3:23]. (4) Given the product [C:15]([C:14]1[CH:13]([C:5]2[CH:6]=[CH:7][CH:8]=[C:9]3[C:4]=2[O:3][C:2]([CH3:1])=[CH:11][C:10]3=[O:12])[C:28]([C:29]([O:31][CH2:32][CH3:33])=[O:30])=[C:27]([CH3:34])[NH:26][C:23]=1[CH3:24])(=[O:16])[C:17]1[CH:18]=[CH:19][CH:20]=[CH:21][CH:22]=1, predict the reactants needed to synthesize it. The reactants are: [CH3:1][C:2]1[O:3][C:4]2[C:9]([C:10](=[O:12])[CH:11]=1)=[CH:8][CH:7]=[CH:6][C:5]=2[CH:13]=[C:14]([C:23](=O)[CH3:24])[C:15]([C:17]1[CH:22]=[CH:21][CH:20]=[CH:19][CH:18]=1)=[O:16].[NH2:26]/[C:27](/[CH3:34])=[CH:28]\[C:29]([O:31][CH2:32][CH3:33])=[O:30].